From a dataset of Forward reaction prediction with 1.9M reactions from USPTO patents (1976-2016). Predict the product of the given reaction. (1) Given the reactants [C:1](Cl)(=[O:3])[CH3:2].[CH:5]1([NH:8][CH:9]2[C:18]3[CH2:17][S:16][N:15]=[C:14]([N:19](C(OC(C)(C)C)=O)C(OC(C)(C)C)=O)[C:13]4=[N:34][N:35]([CH2:37][C:38]5[C:43]([CH3:44])=[C:42]([O:45][CH3:46])[C:41]([CH3:47])=[CH:40][N:39]=5)[N:36]=[C:11]([C:12]=34)[CH2:10]2)[CH2:7][CH2:6]1.ClCCl.C(N(CC)CC)C, predict the reaction product. The product is: [NH2:19][C:14]1[C:13]2[C:12]3[C:11](=[N:36][N:35]([CH2:37][C:38]4[C:43]([CH3:44])=[C:42]([O:45][CH3:46])[C:41]([CH3:47])=[CH:40][N:39]=4)[N:34]=2)[CH2:10][CH:9]([N:8]([CH:5]2[CH2:7][CH2:6]2)[C:1](=[O:3])[CH3:2])[C:18]=3[CH2:17][S:16][N:15]=1. (2) Given the reactants Br[C:2]1[C:7]([O:8][CH2:9][C:10]2([CH3:14])[CH2:13][O:12][CH2:11]2)=[C:6]([O:15][CH3:16])[C:5]([O:17][CH:18]([F:20])[F:19])=[CH:4][CH:3]=1.C(=O)([O-])[O-].[Cs+].[Cs+].CC1(C)C(C)(C)OB([C:35]2[CH:36]=[C:37]3[C:41](=[CH:42][CH:43]=2)[C:40](=[O:44])[NH:39][CH2:38]3)O1, predict the reaction product. The product is: [F:19][CH:18]([F:20])[O:17][C:5]1[CH:4]=[CH:3][C:2]([C:35]2[CH:36]=[C:37]3[C:41](=[CH:42][CH:43]=2)[C:40](=[O:44])[NH:39][CH2:38]3)=[C:7]([O:8][CH2:9][C:10]2([CH3:14])[CH2:13][O:12][CH2:11]2)[C:6]=1[O:15][CH3:16]. (3) Given the reactants [CH3:1][O:2][C:3]1[CH:4]=[C:5]2[C:10](=[CH:11][CH:12]=1)[CH2:9][CH:8]([NH:13][C:14]([C:16]1[CH:37]=[CH:36][C:19]([O:20][C:21]3[CH:30]=[C:29]4[C:24]([CH:25]([C:31]([O-:33])=[O:32])[CH2:26][CH2:27][O:28]4)=[CH:23][C:22]=3[C:34]#[N:35])=[CH:18][CH:17]=1)=[O:15])[CH2:7][CH2:6]2.O[Li].O.O1CCOCC1.Cl, predict the reaction product. The product is: [C:34]([C:22]1[CH:23]=[C:24]2[C:29](=[CH:30][C:21]=1[O:20][C:19]1[CH:18]=[CH:17][C:16]([C:14](=[O:15])[NH:13][CH:8]3[CH2:7][CH2:6][C:5]4[C:10](=[CH:11][CH:12]=[C:3]([O:2][CH3:1])[CH:4]=4)[CH2:9]3)=[CH:37][CH:36]=1)[O:28][CH2:27][CH2:26][CH:25]2[C:31]([OH:33])=[O:32])#[N:35]. (4) Given the reactants [CH3:1][N:2]1[CH2:7][CH2:6][CH:5]([O:8][CH:9]2[C:18]3[CH:19]=[CH:20][CH:21]=[CH:22][C:17]=3[CH2:16][CH2:15][N:14]3[C:10]2=[N:11][C:12]([C:25]2[CH:30]=[CH:29][CH:28]=[CH:27][CH:26]=2)=[C:13]3[CH2:23][OH:24])[CH2:4][CH2:3]1, predict the reaction product. The product is: [CH3:1][N:2]1[CH2:7][CH2:6][CH:5]([O:8][CH:9]2[C:18]3[CH:19]=[CH:20][CH:21]=[CH:22][C:17]=3[CH2:16][CH2:15][N:14]3[C:10]2=[N:11][C:12]([C:25]2[CH:26]=[CH:27][CH:28]=[CH:29][CH:30]=2)=[C:13]3[CH:23]=[O:24])[CH2:4][CH2:3]1. (5) Given the reactants Cl[C:2]1[C:3]2[N:4]([N:8]=[C:9]([NH:11][C:12]3[CH:17]=[CH:16][CH:15]=[C:14]([C:18]([F:21])([F:20])[F:19])[CH:13]=3)[N:10]=2)[CH:5]=[CH:6][N:7]=1.[Br-].[S:23]1[CH:27]=[CH:26][N:25]=[C:24]1[Zn+].C(=O)([O-])[O-].[Na+].[Na+], predict the reaction product. The product is: [S:23]1[C:27]([C:2]2[C:3]3[N:4]([N:8]=[C:9]([NH:11][C:12]4[CH:17]=[CH:16][CH:15]=[C:14]([C:18]([F:21])([F:20])[F:19])[CH:13]=4)[N:10]=3)[CH:5]=[CH:6][N:7]=2)=[CH:26][N:25]=[CH:24]1. (6) Given the reactants [Cl:1][C:2]1[N:10]=[C:9]2[C:5]([NH:6][CH:7]=[N:8]2)=[C:4]([NH:11][C@@H:12]([C:15]2[CH:20]=[CH:19][CH:18]=[CH:17][CH:16]=2)[CH2:13][OH:14])[N:3]=1.C(=O)([O-])[O-].[K+].[K+].[CH:27](Br)([CH3:29])[CH3:28], predict the reaction product. The product is: [Cl:1][C:2]1[N:10]=[C:9]2[C:5]([N:6]=[CH:7][N:8]2[CH:27]([CH3:29])[CH3:28])=[C:4]([NH:11][C@@H:12]([C:15]2[CH:20]=[CH:19][CH:18]=[CH:17][CH:16]=2)[CH2:13][OH:14])[N:3]=1. (7) Given the reactants [Cl-].[Al+3].[Cl-].[Cl-].[Cl:5][S:6]([C:9]1[CH:10]=[C:11]([CH:15]=[CH:16][C:17]=1[F:18])[C:12](Cl)=[O:13])(=[O:8])=[O:7].[C:19]1([O:25][CH3:26])[CH:24]=[CH:23][CH:22]=[CH:21][CH:20]=1, predict the reaction product. The product is: [F:18][C:17]1[CH:16]=[CH:15][C:11]([C:12](=[O:13])[C:22]2[CH:23]=[CH:24][C:19]([O:25][CH3:26])=[CH:20][CH:21]=2)=[CH:10][C:9]=1[S:6]([Cl:5])(=[O:8])=[O:7].